This data is from Full USPTO retrosynthesis dataset with 1.9M reactions from patents (1976-2016). The task is: Predict the reactants needed to synthesize the given product. (1) Given the product [Cl:15][C:14]1[C:13]2[C:8](=[CH:9][CH:10]=[C:11]([O:16][C:17]3[CH:22]=[CH:21][C:20]([C:23]([F:26])([F:24])[F:25])=[CH:19][CH:18]=3)[CH:12]=2)[N:7]([C:27]2[CH:32]=[CH:31][C:30]([O:33][CH:34]([CH3:35])[CH3:36])=[CH:29][CH:28]=2)[C:6]=1[C:4]([OH:5])=[O:3], predict the reactants needed to synthesize it. The reactants are: C([O:3][C:4]([C:6]1[N:7]([C:27]2[CH:32]=[CH:31][C:30]([O:33][CH:34]([CH3:36])[CH3:35])=[CH:29][CH:28]=2)[C:8]2[C:13]([C:14]=1[Cl:15])=[CH:12][C:11]([O:16][C:17]1[CH:22]=[CH:21][C:20]([C:23]([F:26])([F:25])[F:24])=[CH:19][CH:18]=1)=[CH:10][CH:9]=2)=[O:5])C.[OH-].[Na+].O1CCOCC1.Cl. (2) Given the product [C:1]([O:5][C:6](=[O:23])[NH:7][CH:8]([C:15]1[CH:20]=[CH:19][C:18]([Cl:21])=[C:17]([Cl:22])[CH:16]=1)[C:9]([C:25]1[C:26]([CH3:35])=[N:27][C:28]([O:31][CH:32]([CH3:33])[CH3:34])=[CH:29][CH:30]=1)=[O:14])([CH3:2])([CH3:3])[CH3:4], predict the reactants needed to synthesize it. The reactants are: [C:1]([O:5][C:6](=[O:23])[NH:7][CH:8]([C:15]1[CH:20]=[CH:19][C:18]([Cl:21])=[C:17]([Cl:22])[CH:16]=1)[C:9](=[O:14])N(OC)C)([CH3:4])([CH3:3])[CH3:2].Br[C:25]1[C:26]([CH3:35])=[N:27][C:28]([O:31][CH:32]([CH3:34])[CH3:33])=[CH:29][CH:30]=1. (3) The reactants are: C(=O)([O-])[O-].[K+].[K+].[Cl:7][C:8]1[C:17]2[C:12](=[CH:13][CH:14]=[CH:15][CH:16]=2)[C:11](=[O:18])[NH:10][N:9]=1.Br[CH2:20][CH2:21][O:22][CH3:23]. Given the product [Cl:7][C:8]1[C:17]2[C:12](=[CH:13][CH:14]=[CH:15][CH:16]=2)[C:11](=[O:18])[N:10]([CH2:20][CH2:21][O:22][CH3:23])[N:9]=1, predict the reactants needed to synthesize it. (4) The reactants are: [N:1]1[CH:6]=[CH:5][CH:4]=[CH:3][C:2]=1[C:7]1[N:8]=[C:9]([NH:12][C:13]2[N:18]=[CH:17][CH:16]=[CH:15][N:14]=2)[S:10][CH:11]=1.[Br:19]Br.C(OCC)(=O)C. Given the product [Br:19][C:11]1[S:10][C:9]([NH:12][C:13]2[N:14]=[CH:15][CH:16]=[CH:17][N:18]=2)=[N:8][C:7]=1[C:2]1[CH:3]=[CH:4][CH:5]=[CH:6][N:1]=1, predict the reactants needed to synthesize it. (5) Given the product [OH:2][CH2:1][C:3]1[C:7](=[O:8])[O:6][CH2:5][C:4]=1[N:9]1[CH2:13][CH2:12][C:11]2([CH2:14][CH2:15][N:16]([C:19]([O:21][C:22]([CH3:24])([CH3:23])[CH3:25])=[O:20])[CH2:17][CH2:18]2)[C:10]1=[O:26], predict the reactants needed to synthesize it. The reactants are: [CH:1]([C:3]1[C:7](=[O:8])[O:6][CH2:5][C:4]=1[N:9]1[CH2:13][CH2:12][C:11]2([CH2:18][CH2:17][N:16]([C:19]([O:21][C:22]([CH3:25])([CH3:24])[CH3:23])=[O:20])[CH2:15][CH2:14]2)[C:10]1=[O:26])=[O:2].[BH4-].[Na+]. (6) Given the product [C:24]1(=[O:29])[N:23]([CH2:22][CH2:21][O:20][C:18]([N:6]2[CH:7]=[C:2]([F:1])[C:3](=[O:9])[NH:4][C:5]2=[O:8])=[O:19])[C:27](=[O:28])[CH:26]=[CH:25]1, predict the reactants needed to synthesize it. The reactants are: [F:1][C:2]1[C:3](=[O:9])[NH:4][C:5](=[O:8])[NH:6][CH:7]=1.C(N(CC)CC)C.Cl[C:18]([O:20][CH2:21][CH2:22][N:23]1[C:27](=[O:28])[CH:26]=[CH:25][C:24]1=[O:29])=[O:19]. (7) Given the product [O:1]1[CH2:6][CH2:5][CH2:4][CH2:3][CH:2]1[O:7][C:8]1[CH:9]=[CH:10][C:11]([C:14]#[C:15][C:17]2[CH:22]=[CH:21][C:20]([C:23]([F:26])([F:25])[F:24])=[CH:19][CH:18]=2)=[CH:12][CH:13]=1, predict the reactants needed to synthesize it. The reactants are: [O:1]1[CH2:6][CH2:5][CH2:4][CH2:3][CH:2]1[O:7][C:8]1[CH:13]=[CH:12][C:11]([C:14]#[CH:15])=[CH:10][CH:9]=1.Br[C:17]1[CH:22]=[CH:21][C:20]([C:23]([F:26])([F:25])[F:24])=[CH:19][CH:18]=1. (8) The reactants are: [NH2:1][C:2]1[CH:3]=[C:4]([C:8]2[N:13]3[N:14]=[CH:15][C:16]([C:17]([C:19]4[S:20][CH:21]=[CH:22][CH:23]=4)=[O:18])=[C:12]3[N:11]=[CH:10][CH:9]=2)[CH:5]=[CH:6][CH:7]=1.[Br:24][C:25]1[CH:26]=[C:27]([CH:31]=[CH:32][CH:33]=1)[C:28](Cl)=[O:29]. Given the product [Br:24][C:25]1[CH:26]=[C:27]([CH:31]=[CH:32][CH:33]=1)[C:28]([NH:1][C:2]1[CH:7]=[CH:6][CH:5]=[C:4]([C:8]2[N:13]3[N:14]=[CH:15][C:16]([C:17]([C:19]4[S:20][CH:21]=[CH:22][CH:23]=4)=[O:18])=[C:12]3[N:11]=[CH:10][CH:9]=2)[CH:3]=1)=[O:29], predict the reactants needed to synthesize it. (9) Given the product [C:16]([O:15][C:13](=[O:14])[CH2:12][O:1][C:2]1[CH:7]=[CH:6][CH:5]=[CH:4][C:3]=1[CH2:8][C:9]#[N:10])([CH3:19])([CH3:18])[CH3:17], predict the reactants needed to synthesize it. The reactants are: [OH:1][C:2]1[CH:7]=[CH:6][CH:5]=[CH:4][C:3]=1[CH2:8][C:9]#[N:10].Br[CH2:12][C:13]([O:15][C:16]([CH3:19])([CH3:18])[CH3:17])=[O:14].CN(C=O)C.C(=O)([O-])[O-].[K+].[K+].